Dataset: Experimentally validated miRNA-target interactions with 360,000+ pairs, plus equal number of negative samples. Task: Binary Classification. Given a miRNA mature sequence and a target amino acid sequence, predict their likelihood of interaction. The miRNA is hsa-miR-423-5p with sequence UGAGGGGCAGAGAGCGAGACUUU. The protein sequence of the target gene is MERARPEPPPQPRPLRPAPPPLPVEGTSFWAAAMEPPPSSPTLSAAASATLASSCGEAVASGLQPAVRRLLQVKPEQVLLLPQPQAQNEEAAASSAQARLLQFRPDLRLLQPPTASDGATSRPELHPVQPLALHVKAKKQKLGPSLDQSVGPRGAVETGPRASRVVKLEGPGPALGYFRGDEKGKLEAEEVMRDSMQGGAGKSPAAIREGVIKTEEPERLLEDCRLGAEPASNGLVHGSAEVILAPTSGAFGPHQQDLRIPLTLHTVPPGARIQFQGAPPSELIRLTKVPLTPVPTKMQS.... Result: 0 (no interaction).